Dataset: Full USPTO retrosynthesis dataset with 1.9M reactions from patents (1976-2016). Task: Predict the reactants needed to synthesize the given product. Given the product [Cl:36][CH2:35][CH2:34][O:12][C:8]1[CH:7]=[C:6]2[C:11]([C:3]([C:1]#[N:2])=[C:4]([C:15]3[CH:20]=[CH:19][C:18]([NH:21][C:22]([CH:24]4[CH2:26][CH2:25]4)=[O:23])=[CH:17][CH:16]=3)[N:5]2[CH2:13][CH3:14])=[CH:10][CH:9]=1, predict the reactants needed to synthesize it. The reactants are: [C:1]([C:3]1[C:11]2[C:6](=[CH:7][C:8]([OH:12])=[CH:9][CH:10]=2)[N:5]([CH2:13][CH3:14])[C:4]=1[C:15]1[CH:20]=[CH:19][C:18]([NH:21][C:22]([CH:24]2[CH2:26][CH2:25]2)=[O:23])=[CH:17][CH:16]=1)#[N:2].C([O-])([O-])=O.[K+].[K+].Br[CH2:34][CH2:35][Cl:36].O.